From a dataset of Experimental lipophilicity measurements (octanol/water distribution) for 4,200 compounds from AstraZeneca. Regression/Classification. Given a drug SMILES string, predict its absorption, distribution, metabolism, or excretion properties. Task type varies by dataset: regression for continuous measurements (e.g., permeability, clearance, half-life) or binary classification for categorical outcomes (e.g., BBB penetration, CYP inhibition). For this dataset (lipophilicity_astrazeneca), we predict Y. (1) The molecule is CN(C)C(=O)Nc1ccc(Cn2[nH]c(=O)c3[nH]c4cc(Cl)ccc4c(=O)c3c2=O)cc1. The Y is 1.10 logD. (2) The molecule is N#Cc1ccc(S(=O)(=O)NCC(c2ccccc2)N2CCCCCC2)cc1. The Y is 2.86 logD. (3) The Y is 2.93 logD. The compound is CC(C)(C)OC(=O)N1CCN(c2ncc(OCc3ccc(S(C)(=O)=O)cc3)nn2)CC1. (4) The molecule is N#Cc1cccc(C(=O)Nc2cc(-c3ccccc3)nn2-c2ccccc2)c1. The Y is 3.82 logD.